Task: Predict the reaction yield, written as a fraction of the theoretical maximum amount of product (1.0 means a 100% yield; for example, 0.34 means a 34% yield).. Dataset: Reaction yield outcomes from USPTO patents with 853,638 reactions (1) The reactants are [Cl:1][C:2]1[CH:3]=[C:4]([CH:9]([CH2:13][CH:14]=[CH2:15])[C:10](Cl)=O)[CH:5]=[CH:6][C:7]=1[Cl:8].[N:16]1([C:22](=[S:26])[CH2:23][C:24]#[N:25])[CH2:21][CH2:20][O:19][CH2:18][CH2:17]1.C(N(CC)C(C)C)(C)C.I[CH2:37][C:38]([O:40][CH2:41][CH3:42])=[O:39]. The catalyst is C(#N)C. The product is [C:24]([C:23]1[C:10]([CH:9]([C:4]2[CH:5]=[CH:6][C:7]([Cl:8])=[C:2]([Cl:1])[CH:3]=2)[CH2:13][CH:14]=[CH2:15])=[C:37]([C:38]([O:40][CH2:41][CH3:42])=[O:39])[S:26][C:22]=1[N:16]1[CH2:21][CH2:20][O:19][CH2:18][CH2:17]1)#[N:25]. The yield is 0.159. (2) The reactants are O[C:2]1[CH:10]=[C:9]2[C:5]([CH2:6][CH2:7][CH:8]2[C:11]([O:13][CH3:14])=[O:12])=[CH:4][CH:3]=1.C(N(CC)CC)C.FC(F)(F)S(OS(C(F)(F)F)(=O)=O)(=O)=O.CC1(C)C(C)(C)OB([C:45]2[CH:50]=[CH:49][C:48]([OH:51])=[CH:47][CH:46]=2)O1.C1(P(C2C=CC=CC=2)C2C=CC=CC=2)C=CC=CC=1.P([O-])([O-])([O-])=O.[K+].[K+].[K+].O. The catalyst is ClCCl.C([O-])(=O)C.[Pd+2].C([O-])(=O)C. The product is [OH:51][C:48]1[CH:49]=[CH:50][C:45]([C:2]2[CH:10]=[C:9]3[C:5]([CH2:6][CH2:7][CH:8]3[C:11]([O:13][CH3:14])=[O:12])=[CH:4][CH:3]=2)=[CH:46][CH:47]=1. The yield is 0.530. (3) The reactants are [CH:1]1([C@H:4]([NH:12][C:13]([CH2:15][C:16]2[CH:24]=[CH:23][CH:22]=[C:21]([F:25])[C:17]=2[C:18](O)=[O:19])=[O:14])[C:5]2[CH:10]=[CH:9][CH:8]=[C:7]([F:11])[CH:6]=2)[CH2:3][CH2:2]1.[C:26](OC(=O)C)(=[O:28])[CH3:27]. No catalyst specified. The product is [C:26]([C:15]1[C:16]2[C:17](=[C:21]([F:25])[CH:22]=[CH:23][CH:24]=2)[C:18](=[O:19])[O:14][C:13]=1[NH:12][C@@H:4]([CH:1]1[CH2:2][CH2:3]1)[C:5]1[CH:10]=[CH:9][CH:8]=[C:7]([F:11])[CH:6]=1)(=[O:28])[CH3:27]. The yield is 1.03. (4) The reactants are [S:1](Cl)([C:4]1[CH:10]=[CH:9][C:7]([CH3:8])=[CH:6][CH:5]=1)(=[O:3])=[O:2].[CH:12]([OH:17])=[CH:13][CH:14]([CH3:16])[CH3:15].CCCCCC. The catalyst is CN(C1C=CN=CC=1)C.ClCCl. The product is [S:1]([C:4]1[CH:10]=[CH:9][C:7]([CH3:8])=[CH:6][CH:5]=1)([O:17][CH2:12][CH2:13][C:14]([CH3:16])=[CH2:15])(=[O:3])=[O:2]. The yield is 0.850. (5) The reactants are C(N([CH2:6][CH3:7])CC)C.[CH:8]1([NH2:11])[CH2:10][CH2:9]1.CC[C:14]([C:16](Cl)=[O:17])=[O:15].C([O:21]CC)C. No catalyst specified. The product is [CH:8]1([NH:11][C:16](=[O:17])[C:14]([O:21][CH2:6][CH3:7])=[O:15])[CH2:10][CH2:9]1. The yield is 1.00.